Regression/Classification. Given a drug SMILES string, predict its absorption, distribution, metabolism, or excretion properties. Task type varies by dataset: regression for continuous measurements (e.g., permeability, clearance, half-life) or binary classification for categorical outcomes (e.g., BBB penetration, CYP inhibition). Dataset: cyp2c19_veith. From a dataset of CYP2C19 inhibition data for predicting drug metabolism from PubChem BioAssay. (1) The compound is CCCS(=O)(=O)N1CCCC(C(=O)NCCCN2CCN(c3ccc(F)cc3)CC2)C1. The result is 0 (non-inhibitor). (2) The result is 1 (inhibitor). The compound is Cc1c(C(=O)NC2CCCc3ccccc32)oc2ccc(S(=O)(=O)N3CCOCC3)cc12. (3) The compound is CCCC[C@@H]1C[C@H]1C(NC(=O)c1ccc(-c2ccccc2)cc1)c1ccc(-c2ccccc2)cc1. The result is 0 (non-inhibitor). (4) The molecule is COc1ccc(OC)c(-c2cc(C(=O)O)c3cc4ccccc4cc3n2)c1. The result is 0 (non-inhibitor). (5) The molecule is CCCC[P+](CCCC)(CCCC)Cc1ccc(NC(=O)[C@@H](Cc2ccc3ccccc3c2)NC(=NC2CCCCC2)NC2CCCCC2)cc1.Cl.[Cl-]. The result is 0 (non-inhibitor). (6) The drug is Cc1onc(-c2ccccc2)c1C(=O)NCCc1c[nH]c2ccccc12. The result is 1 (inhibitor). (7) The compound is Cc1cc(N2CCOCC2)nc2ccc(Cc3ccc4nc(N5CCOCC5)cc(C)c4c3)cc12. The result is 0 (non-inhibitor). (8) The drug is C=CCn1c(SCC)nc2sc3c(c2c1=O)CCc1ccccc1-3. The result is 1 (inhibitor). (9) The compound is CC(=O)Nc1ccc(NC(=O)Cn2c(-c3ccc(F)cc3)cnc2SCC(=O)Nc2c(C)cccc2C)cc1. The result is 1 (inhibitor). (10) The compound is COc1ccc(S(=O)(=O)N(CC(=O)N2CCCC2)Cc2ccccc2)cc1. The result is 1 (inhibitor).